Dataset: Forward reaction prediction with 1.9M reactions from USPTO patents (1976-2016). Task: Predict the product of the given reaction. (1) Given the reactants [CH3:1][C:2]([CH3:22])([CH3:21])[CH2:3][C:4]1[N:9]=[C:8]([CH2:10]O)[CH:7]=[CH:6][C:5]=1[C:12]1[CH:17]=[C:16]([O:18][CH3:19])[CH:15]=[CH:14][C:13]=1[F:20].C(N(CC)CC)C.CS([Cl:34])(=O)=O, predict the reaction product. The product is: [Cl:34][CH2:10][C:8]1[N:9]=[C:4]([CH2:3][C:2]([CH3:22])([CH3:21])[CH3:1])[C:5]([C:12]2[CH:17]=[C:16]([O:18][CH3:19])[CH:15]=[CH:14][C:13]=2[F:20])=[CH:6][CH:7]=1. (2) Given the reactants [C:1]([C:3]1[CH:4]=[C:5]([CH:38]([CH3:40])[CH3:39])[C:6]2[O:10][C:9]([C:11]3[CH:36]=[CH:35][C:14]([C:15]([NH:17][CH2:18][C:19]4([CH3:34])[O:23][C:22](=[O:24])[N:21]([C:25]5[CH:30]=[CH:29][C:28]([N+:31]([O-])=O)=[CH:27][N:26]=5)[CH2:20]4)=[O:16])=[CH:13][CH:12]=3)=[N:8][C:7]=2[CH:37]=1)#[N:2].[H][H], predict the reaction product. The product is: [NH2:31][C:28]1[CH:29]=[CH:30][C:25]([N:21]2[CH2:20][C:19]([CH2:18][NH:17][C:15](=[O:16])[C:14]3[CH:13]=[CH:12][C:11]([C:9]4[O:10][C:6]5[C:5]([CH:38]([CH3:40])[CH3:39])=[CH:4][C:3]([C:1]#[N:2])=[CH:37][C:7]=5[N:8]=4)=[CH:36][CH:35]=3)([CH3:34])[O:23][C:22]2=[O:24])=[N:26][CH:27]=1. (3) The product is: [C:11]([O:10][CH:4]1[CH:5]2[CH2:8][CH2:9][N:1]([CH2:7][CH2:6]2)[CH2:2][CH2:3]1)(=[O:13])[CH3:12]. Given the reactants [N:1]12[CH2:9][CH2:8][CH:5]([CH2:6][CH2:7]1)[CH:4]([OH:10])[CH2:3][CH2:2]2.[C:11](OC(=O)C)(=[O:13])[CH3:12], predict the reaction product. (4) The product is: [Cl:27][C:15]1[N:14]=[C:13]([NH:11][C@H:9]([C:6]2[N:7]=[CH:8][C:3]([F:2])=[CH:4][N:5]=2)[CH3:10])[N:18]=[C:17]([NH:19][C:20]2[CH:24]=[C:23]([O:25][CH3:26])[NH:22][N:21]=2)[CH:16]=1. Given the reactants Cl.[F:2][C:3]1[CH:4]=[N:5][C:6]([C@@H:9]([NH2:11])[CH3:10])=[N:7][CH:8]=1.Cl[C:13]1[N:18]=[C:17]([NH:19][C:20]2[CH:24]=[C:23]([O:25][CH3:26])[NH:22][N:21]=2)[CH:16]=[C:15]([Cl:27])[N:14]=1.CCN(C(C)C)C(C)C, predict the reaction product. (5) Given the reactants [NH2:1][C:2]1[N:7]=[C:6](S(C)(=O)=O)[C:5]([C:12]#[N:13])=[C:4]([C:14]2[CH:19]=[C:18]([O:20][CH3:21])[C:17]([O:22][CH3:23])=[C:16]([O:24][CH3:25])[CH:15]=2)[N:3]=1.[CH:26]1([NH2:32])[CH2:31][CH2:30][CH2:29][CH2:28][CH2:27]1, predict the reaction product. The product is: [NH2:1][C:2]1[N:7]=[C:6]([NH:32][CH:26]2[CH2:31][CH2:30][CH2:29][CH2:28][CH2:27]2)[C:5]([C:12]#[N:13])=[C:4]([C:14]2[CH:19]=[C:18]([O:20][CH3:21])[C:17]([O:22][CH3:23])=[C:16]([O:24][CH3:25])[CH:15]=2)[N:3]=1. (6) Given the reactants [F:1][C:2]1([F:39])[O:6][C:5]2[CH:7]=[CH:8][C:9]([C:11]3([C:14]([NH:16][C@@H:17]4[CH2:22][C@@H:21]([C:23]5[CH:28]=[CH:27][CH:26]=[CH:25][CH:24]=5)[O:20][C@@H:19]([C:29]5[CH:38]=[CH:37][C:32]([C:33]([O:35]C)=[O:34])=[CH:31][CH:30]=5)[CH2:18]4)=[O:15])[CH2:13][CH2:12]3)=[CH:10][C:4]=2[O:3]1, predict the reaction product. The product is: [F:39][C:2]1([F:1])[O:6][C:5]2[CH:7]=[CH:8][C:9]([C:11]3([C:14]([NH:16][C@@H:17]4[CH2:22][C@@H:21]([C:23]5[CH:28]=[CH:27][CH:26]=[CH:25][CH:24]=5)[O:20][C@@H:19]([C:29]5[CH:30]=[CH:31][C:32]([C:33]([OH:35])=[O:34])=[CH:37][CH:38]=5)[CH2:18]4)=[O:15])[CH2:13][CH2:12]3)=[CH:10][C:4]=2[O:3]1. (7) Given the reactants [O:1]=[C:2]1[NH:6][C:5]2[CH:7]=[CH:8][C:9]([NH:11][C:12]3[C:13]4[C:20]5[CH2:21][CH2:22][CH:23]([C:25]([OH:27])=O)[CH2:24][C:19]=5[S:18][C:14]=4[N:15]=[CH:16][N:17]=3)=[CH:10][C:4]=2[S:3]1.C(O)(=O)C(O)=O.[O:34]1[C:37]2([CH2:40][NH:39][CH2:38]2)[CH2:36][CH2:35]1, predict the reaction product. The product is: [O:34]1[C:37]2([CH2:40][N:39]([C:25]([CH:23]3[CH2:22][CH2:21][C:20]4[C:13]5[C:12]([NH:11][C:9]6[CH:8]=[CH:7][C:5]7[NH:6][C:2](=[O:1])[S:3][C:4]=7[CH:10]=6)=[N:17][CH:16]=[N:15][C:14]=5[S:18][C:19]=4[CH2:24]3)=[O:27])[CH2:38]2)[CH2:36][CH2:35]1.